From a dataset of Full USPTO retrosynthesis dataset with 1.9M reactions from patents (1976-2016). Predict the reactants needed to synthesize the given product. (1) Given the product [C:31]([O:30][C:28]([C:27]1[C:26]([F:36])=[CH:25][C:24]([O:7][CH2:8][CH:9]2[CH2:14][CH2:13][N:12]([C:15]([O:17][C:18]([CH3:21])([CH3:20])[CH3:19])=[O:16])[CH2:11][CH2:10]2)=[C:23]([Cl:22])[CH:35]=1)=[O:29])([CH3:34])([CH3:32])[CH3:33], predict the reactants needed to synthesize it. The reactants are: CC(C)([O-])C.[K+].[OH:7][CH2:8][CH:9]1[CH2:14][CH2:13][N:12]([C:15]([O:17][C:18]([CH3:21])([CH3:20])[CH3:19])=[O:16])[CH2:11][CH2:10]1.[Cl:22][C:23]1[C:24](F)=[CH:25][C:26]([F:36])=[C:27]([CH:35]=1)[C:28]([O:30][C:31]([CH3:34])([CH3:33])[CH3:32])=[O:29]. (2) Given the product [C:23]1([CH2:22][C:21]([C:18]2[CH:19]=[CH:20][C:15]([O:14][CH2:13][C@H:9]3[CH2:10][CH2:11][CH2:12][NH:8]3)=[CH:16][CH:17]=2)=[O:29])[CH:28]=[CH:27][CH:26]=[CH:25][CH:24]=1, predict the reactants needed to synthesize it. The reactants are: C(OC([N:8]1[CH2:12][CH2:11][CH2:10][C@@H:9]1[CH2:13][O:14][C:15]1[CH:20]=[CH:19][C:18]([C:21](=[O:29])[CH2:22][C:23]2[CH:28]=[CH:27][CH:26]=[CH:25][CH:24]=2)=[CH:17][CH:16]=1)=O)(C)(C)C.Cl. (3) Given the product [CH:13]1([N:16]([CH:17]([CH3:27])[CH2:18][N:19]([CH3:26])[C:20]2[CH:25]=[CH:24][CH:23]=[CH:22][CH:21]=2)[C:8]([C:7]2[C:3]([CH:2]([F:12])[F:1])=[N:4][N:5]([CH3:11])[CH:6]=2)=[O:9])[CH2:15][CH2:14]1, predict the reactants needed to synthesize it. The reactants are: [F:1][CH:2]([F:12])[C:3]1[C:7]([C:8](Cl)=[O:9])=[CH:6][N:5]([CH3:11])[N:4]=1.[CH:13]1([NH:16][CH:17]([CH3:27])[CH2:18][N:19]([CH3:26])[C:20]2[CH:25]=[CH:24][CH:23]=[CH:22][CH:21]=2)[CH2:15][CH2:14]1.C(N(CC)CC)C.CCCCCCC.C(OCC)(=O)C. (4) Given the product [N:53]1[CH:54]=[CH:55][CH:56]=[CH:57][C:52]=1[CH:50]=[CH:51][C:2]1[C:3](=[O:20])[N:4]([C:14]2[CH:19]=[CH:18][CH:17]=[CH:16][CH:15]=2)[CH:5]=[C:6]([C:8]2[CH:13]=[CH:12][CH:11]=[CH:10][N:9]=2)[CH:7]=1, predict the reactants needed to synthesize it. The reactants are: Br[C:2]1[C:3](=[O:20])[N:4]([C:14]2[CH:19]=[CH:18][CH:17]=[CH:16][CH:15]=2)[CH:5]=[C:6]([C:8]2[CH:13]=[CH:12][CH:11]=[CH:10][N:9]=2)[CH:7]=1.C1(C)C=CC=CC=1P(C1C=CC=CC=1C)C1C=CC=CC=1C.C(N(CC)CC)C.[CH:50]([C:52]1[CH:57]=[CH:56][CH:55]=[CH:54][N:53]=1)=[CH2:51]. (5) The reactants are: [CH2:1]([N:3]([CH2:11][C:12]([N:14]1[CH2:19][CH2:18][S:17][C:16]2[CH:20]=[CH:21][C:22]([N+:24]([O-:26])=[O:25])=[CH:23][C:15]1=2)=O)[C:4](=[O:10])[O:5][C:6]([CH3:9])([CH3:8])[CH3:7])[CH3:2].B.O1CCCC1. Given the product [CH2:1]([N:3]([CH2:11][CH2:12][N:14]1[CH2:19][CH2:18][S:17][C:16]2[CH:20]=[CH:21][C:22]([N+:24]([O-:26])=[O:25])=[CH:23][C:15]1=2)[C:4](=[O:10])[O:5][C:6]([CH3:9])([CH3:7])[CH3:8])[CH3:2], predict the reactants needed to synthesize it.